This data is from Reaction yield outcomes from USPTO patents with 853,638 reactions. The task is: Predict the reaction yield, written as a fraction of the theoretical maximum amount of product (1.0 means a 100% yield; for example, 0.34 means a 34% yield). (1) The reactants are [OH:1][B:2]1[C:6]2[CH:7]=[CH:8][C:9]([O:11][C:12]3[C:19]([O:20]COC)=[CH:18][C:15]([C:16]#[N:17])=[CH:14][N:13]=3)=[CH:10][C:5]=2[CH2:4][O:3]1.Cl.CCOCC. The catalyst is CO. The product is [OH:20][C:19]1[C:12]([O:11][C:9]2[CH:8]=[CH:7][C:6]3[B:2]([OH:1])[O:3][CH2:4][C:5]=3[CH:10]=2)=[N:13][CH:14]=[C:15]([CH:18]=1)[C:16]#[N:17]. The yield is 0.410. (2) The reactants are [CH2:1]([N:8]1[CH2:13][CH2:12][CH:11]([OH:14])[CH2:10][CH2:9]1)[C:2]1[CH:7]=[CH:6][CH:5]=[CH:4][CH:3]=1.[CH3:15][C:16]1[CH:29]=[CH:28][CH:27]=[CH:26][C:17]=1[CH:18](O)[C:19]1[CH:24]=[CH:23][CH:22]=[CH:21][CH:20]=1.C(N1CCC(OC(C2C=CC(Cl)=CC=2)C2C=CC=CC=2Cl)CC1)C1C=CC=CC=1. The product is [CH2:1]([N:8]1[CH2:13][CH2:12][CH:11]([O:14][CH:18]([C:19]2[CH:24]=[CH:23][CH:22]=[CH:21][CH:20]=2)[C:17]2[CH:26]=[CH:27][CH:28]=[CH:29][C:16]=2[CH3:15])[CH2:10][CH2:9]1)[C:2]1[CH:3]=[CH:4][CH:5]=[CH:6][CH:7]=1. The yield is 0.830. No catalyst specified. (3) The reactants are I[C:2]1[CH:3]=[CH:4][C:5]2[N:6]([CH:8]=[C:9]([C:11]([O:13][CH2:14][CH3:15])=[O:12])[N:10]=2)[N:7]=1.[NH2:16][C:17]1[CH:18]=[C:19]([OH:23])[CH:20]=[CH:21][CH:22]=1.C(=O)([O-])[O-].[K+].[K+].CN(C)C=O. The catalyst is O.C(OCC)(=O)C. The product is [NH2:16][C:17]1[CH:18]=[C:19]([CH:20]=[CH:21][CH:22]=1)[O:23][C:2]1[CH:3]=[CH:4][C:5]2[N:6]([CH:8]=[C:9]([C:11]([O:13][CH2:14][CH3:15])=[O:12])[N:10]=2)[N:7]=1. The yield is 0.390. (4) The reactants are [F:1][C:2]1[CH:7]=[C:6]([O:8][CH3:9])[C:5]([O:10][CH3:11])=[CH:4][C:3]=1[F:12].[Li][CH:14]([CH2:16]C)[CH3:15].C1C[O:21]CC1.C1CCCCC1.B(F)(F)F.C(OCC)C. The catalyst is C1COCC1. The product is [F:1][C:2]1[C:3]([F:12])=[CH:4][C:5]([O:10][CH3:11])=[C:6]([O:8][CH3:9])[C:7]=1[CH2:15][C@H:14]([OH:21])[CH3:16]. The yield is 0.190. (5) The reactants are [Br:1][C:2]1[C:3]2[N:4]([C:15](=[O:18])[NH:16][N:17]=2)[CH:5]=[CH:6][C:7]=1[C:8]1[CH:13]=[CH:12][C:11]([Cl:14])=[CH:10][CH:9]=1.Br[CH2:20][C:21]1[C:22]([CH3:31])=[N:23][C:24]([C:27]([F:30])([F:29])[F:28])=[CH:25][CH:26]=1.C([O-])([O-])=O.[K+].[K+]. The catalyst is CN(C=O)C. The product is [Br:1][C:2]1[C:3]2[N:4]([C:15](=[O:18])[N:16]([CH2:20][C:21]3[C:22]([CH3:31])=[N:23][C:24]([C:27]([F:30])([F:28])[F:29])=[CH:25][CH:26]=3)[N:17]=2)[CH:5]=[CH:6][C:7]=1[C:8]1[CH:9]=[CH:10][C:11]([Cl:14])=[CH:12][CH:13]=1. The yield is 0.710. (6) The reactants are O.O.[Sn](Cl)Cl.[C:6]([C:10]1[CH:15]=[CH:14][C:13]([S:16]([CH3:19])(=[O:18])=[O:17])=[C:12]([N+:20]([O-])=O)[CH:11]=1)([CH3:9])([CH3:8])[CH3:7].[OH-].[Na+]. The catalyst is C(OCC)(=O)C. The product is [C:6]([C:10]1[CH:15]=[CH:14][C:13]([S:16]([CH3:19])(=[O:17])=[O:18])=[C:12]([NH2:20])[CH:11]=1)([CH3:9])([CH3:7])[CH3:8]. The yield is 0.900. (7) The reactants are [Br:1][C:2]1[CH:3]=[CH:4][C:5]([CH2:13]Br)=[C:6]([CH:12]=1)[C:7]([O:9]CC)=O.[CH3:15][N:16]1[C:24]2[C:19](=[CH:20][C:21]([NH2:25])=[CH:22][CH:23]=2)[CH:18]=[CH:17]1.C(N(CC)C(C)C)(C)C. The catalyst is C(O)C. The yield is 0.530. The product is [Br:1][C:2]1[CH:12]=[C:6]2[C:5]([CH2:13][N:25]([C:21]3[CH:20]=[C:19]4[C:24](=[CH:23][CH:22]=3)[N:16]([CH3:15])[CH:17]=[CH:18]4)[C:7]2=[O:9])=[CH:4][CH:3]=1. (8) The reactants are [CH3:13][C:12]([O:11][C:9](O[C:9]([O:11][C:12]([CH3:15])([CH3:14])[CH3:13])=[O:10])=[O:10])([CH3:15])[CH3:14].[NH2:16][CH2:17][C:18]1[CH:23]=[CH:22][C:21]([C:24]2[CH:29]=[CH:28][CH:27]=[CH:26][C:25]=2[O:30][CH2:31][CH3:32])=[C:20]([NH2:33])[CH:19]=1. The catalyst is O1CCOCC1. The product is [C:12]([O:11][C:9](=[O:10])[NH:16][CH2:17][C:18]1[CH:23]=[CH:22][C:21]([C:24]2[CH:29]=[CH:28][CH:27]=[CH:26][C:25]=2[O:30][CH2:31][CH3:32])=[C:20]([NH2:33])[CH:19]=1)([CH3:13])([CH3:14])[CH3:15]. The yield is 0.310. (9) The reactants are C([O-])=O.[NH4+].C([N:12]1[CH2:17][CH2:16][C:15]2([C:25]3[C:20](=[CH:21][CH:22]=[CH:23][C:24]=3[CH2:26][NH:27][CH:28]([CH3:30])[CH3:29])[N:19]([C:31]3[C:32]4[C@H:39]([CH3:40])[CH2:38][CH2:37][C:33]=4[N:34]=[CH:35][N:36]=3)[CH2:18]2)[CH2:14][CH2:13]1)C1C=CC=CC=1.[ClH:41]. The catalyst is CO.C(Cl)Cl.CCOCC.[Pd]. The product is [ClH:41].[ClH:41].[ClH:41].[CH3:40][C@H:39]1[C:32]2[C:31]([N:19]3[C:20]4[C:25](=[C:24]([CH2:26][NH:27][CH:28]([CH3:30])[CH3:29])[CH:23]=[CH:22][CH:21]=4)[C:15]4([CH2:16][CH2:17][NH:12][CH2:13][CH2:14]4)[CH2:18]3)=[N:36][CH:35]=[N:34][C:33]=2[CH2:37][CH2:38]1. The yield is 0.890.